From a dataset of Full USPTO retrosynthesis dataset with 1.9M reactions from patents (1976-2016). Predict the reactants needed to synthesize the given product. (1) The reactants are: [N:1]12[CH2:7][C:4]([C:8]([C:17]3[CH:22]=[CH:21][CH:20]=[CH:19][CH:18]=3)([C:11]3[CH:16]=[CH:15][CH:14]=[CH:13][CH:12]=3)[C:9]#[N:10])([CH2:5][CH2:6]1)[CH2:3][CH2:2]2.[Br:23][CH2:24][CH2:25][C:26]1[NH:27][C:28]2[C:33]([CH:34]=1)=[CH:32][CH:31]=[CH:30][CH:29]=2. Given the product [Br-:23].[C:9]([C:8]([C:17]1[CH:22]=[CH:21][CH:20]=[CH:19][CH:18]=1)([C:11]1[CH:12]=[CH:13][CH:14]=[CH:15][CH:16]=1)[C:4]12[CH2:7][N+:1]([CH2:24][CH2:25][C:26]3[NH:27][C:28]4[C:33]([CH:34]=3)=[CH:32][CH:31]=[CH:30][CH:29]=4)([CH2:6][CH2:5]1)[CH2:2][CH2:3]2)#[N:10], predict the reactants needed to synthesize it. (2) Given the product [O:27]=[C:24]1[NH:23][C:22]2[CH:28]=[C:18]([C:17]3[CH:8]([C:4]4[CH:3]=[C:2]([CH:7]=[CH:6][CH:5]=4)[C:29]#[N:30])[S:9][C:10]4[C:15]([CH:16]=3)=[CH:14][CH:13]=[CH:12][CH:11]=4)[CH:19]=[CH:20][C:21]=2[O:26][CH2:25]1, predict the reactants needed to synthesize it. The reactants are: Br[C:2]1[CH:3]=[C:4]([CH:8]2[C:17]([C:18]3[CH:19]=[CH:20][C:21]4[O:26][CH2:25][C:24](=[O:27])[NH:23][C:22]=4[CH:28]=3)=[CH:16][C:15]3[C:10](=[CH:11][CH:12]=[CH:13][CH:14]=3)[S:9]2)[CH:5]=[CH:6][CH:7]=1.[CH3:29][N:30]1CCCC1=O. (3) Given the product [CH2:13]([N:1]1[CH2:6][CH:5]=[CH:4][CH2:3][CH2:2]1)[C:7]1[CH:12]=[CH:11][CH:10]=[CH:9][CH:8]=1, predict the reactants needed to synthesize it. The reactants are: [N:1]1[CH:6]=[CH:5][CH:4]=[CH:3][CH:2]=1.[C:7]1([CH3:13])[CH:12]=[CH:11][CH:10]=[CH:9][CH:8]=1.C(Br)C1C=CC=CC=1.[BH4-].[Na+].